This data is from Reaction yield outcomes from USPTO patents with 853,638 reactions. The task is: Predict the reaction yield, written as a fraction of the theoretical maximum amount of product (1.0 means a 100% yield; for example, 0.34 means a 34% yield). (1) The reactants are [C:1]([CH2:3][N:4]1[CH2:9][CH2:8][N:7]([C:10]([O:12][C:13]([CH3:16])([CH3:15])[CH3:14])=[O:11])[CH2:6][CH2:5]1)#[N:2].Cl.C(N(CC)CC)C.[N-:25]=[N+:26]=[N-:27].[Na+]. The catalyst is C1(C)C=CC=CC=1. The product is [NH:25]1[C:1]([CH2:3][N:4]2[CH2:9][CH2:8][N:7]([C:10]([O:12][C:13]([CH3:16])([CH3:15])[CH3:14])=[O:11])[CH2:6][CH2:5]2)=[N:2][N:27]=[N:26]1. The yield is 0.630. (2) The reactants are [CH2:1]([C:5]1[CH:10]=[CH:9][C:8]([C:11]#[C:12][C:13]2[CH:33]=[CH:32][C:16]([CH2:17][NH:18][CH2:19][C:20]3[CH:31]=[CH:30][C:23]([O:24][CH2:25][C:26]([O:28][CH3:29])=[O:27])=[CH:22][CH:21]=3)=[CH:15][CH:14]=2)=[CH:7][CH:6]=1)[CH2:2][CH2:3][CH3:4].[C:34]([C:36]1[CH:41]=[CH:40][C:39]([N:42]=[C:43]=[O:44])=[CH:38][CH:37]=1)#[N:35].C(O)C(N)(CO)CO.CN(C=O)C. The catalyst is C(Cl)Cl. The product is [CH2:1]([C:5]1[CH:6]=[CH:7][C:8]([C:11]#[C:12][C:13]2[CH:14]=[CH:15][C:16]([CH2:17][N:18]([CH2:19][C:20]3[CH:21]=[CH:22][C:23]([O:24][CH2:25][C:26]([O:28][CH3:29])=[O:27])=[CH:30][CH:31]=3)[C:43]([NH:42][C:39]3[CH:40]=[CH:41][C:36]([C:34]#[N:35])=[CH:37][CH:38]=3)=[O:44])=[CH:32][CH:33]=2)=[CH:9][CH:10]=1)[CH2:2][CH2:3][CH3:4]. The yield is 0.970. (3) The reactants are CO.[Na].[NH:4]1[CH:8]=[CH:7][N:6]=[C:5]1[CH2:9][NH2:10].[Cl:11][C:12]1[CH:13]=[C:14]([N:27]2[C:32](=[O:33])[NH:31][C:30](=[O:34])[CH:29]=[N:28]2)[CH:15]=[CH:16][C:17]=1[CH:18](Cl)[C:19]1[CH:24]=[CH:23][C:22]([Cl:25])=[CH:21][CH:20]=1. The catalyst is C(#N)C. The product is [Cl:11][C:12]1[CH:13]=[C:14]([N:27]2[C:32](=[O:33])[NH:31][C:30](=[O:34])[CH:29]=[N:28]2)[CH:15]=[CH:16][C:17]=1[CH:18]([C:19]1[CH:20]=[CH:21][C:22]([Cl:25])=[CH:23][CH:24]=1)[NH:10][CH2:9][C:5]1[NH:4][CH:8]=[CH:7][N:6]=1. The yield is 0.165. (4) The reactants are [C:1]([O:5][C:6]([NH:8][C@H:9]([C:13]1[CH:18]=[CH:17][CH:16]=[CH:15][CH:14]=1)[C:10]([OH:12])=[O:11])=[O:7])([CH3:4])([CH3:3])[CH3:2].[N:19]12[CH2:26][CH2:25][CH:22]([CH2:23][CH2:24]1)[C@@H:21](O)[CH2:20]2.C1(N=C=NC2CCCCC2)CCCCC1.O.ON1C2C=CC=CC=2N=N1. The catalyst is O1CCCC1. The product is [C:1]([O:5][C:6]([NH:8][C@H:9]([C:13]1[CH:18]=[CH:17][CH:16]=[CH:15][CH:14]=1)[C:10]([O:12][C@@H:21]1[CH:22]2[CH2:25][CH2:26][N:19]([CH2:24][CH2:23]2)[CH2:20]1)=[O:11])=[O:7])([CH3:4])([CH3:2])[CH3:3]. The yield is 0.170.